Task: Regression. Given a peptide amino acid sequence and an MHC pseudo amino acid sequence, predict their binding affinity value. This is MHC class II binding data.. Dataset: Peptide-MHC class II binding affinity with 134,281 pairs from IEDB The peptide sequence is IIFSQNMNIKLKMPL. The MHC is DRB1_0901 with pseudo-sequence DRB1_0901. The binding affinity (normalized) is 0.366.